From a dataset of Forward reaction prediction with 1.9M reactions from USPTO patents (1976-2016). Predict the product of the given reaction. (1) Given the reactants [Br:1][C:2]1[CH:7]=[CH:6][C:5](B(O)O)=[CH:4][CH:3]=1.Br[C:12]1[N:13]=[CH:14][C:15]([NH2:18])=[N:16][CH:17]=1.C1(C)C=CC=CC=1.C([O-])([O-])=O.[K+].[K+], predict the reaction product. The product is: [Br:1][C:2]1[CH:7]=[CH:6][C:5]([C:12]2[N:13]=[CH:14][C:15]([NH2:18])=[N:16][CH:17]=2)=[CH:4][CH:3]=1. (2) Given the reactants [NH2:1][C:2]1[N:6]([C@@H:7]2[CH2:12][CH2:11][CH2:10][N:9](C(=O)/C=C/CCO)[CH2:8]2)[N:5]=[C:4]([C:20]2[CH:25]=[CH:24][C:23]([O:26][C:27]3[CH:32]=[CH:31][C:30]([F:33])=[CH:29][C:28]=3[F:34])=[CH:22][CH:21]=2)[C:3]=1[C:35]([NH2:37])=[O:36].[OH:38][C:39]([CH3:46])([CH3:45])/[CH:40]=[CH:41]/[C:42]([OH:44])=O, predict the reaction product. The product is: [NH2:1][C:2]1[N:6]([C@@H:7]2[CH2:12][CH2:11][CH2:10][N:9]([C:42](=[O:44])/[CH:41]=[CH:40]/[C:39]([OH:38])([CH3:46])[CH3:45])[CH2:8]2)[N:5]=[C:4]([C:20]2[CH:25]=[CH:24][C:23]([O:26][C:27]3[CH:32]=[CH:31][C:30]([F:33])=[CH:29][C:28]=3[F:34])=[CH:22][CH:21]=2)[C:3]=1[C:35]([NH2:37])=[O:36]. (3) Given the reactants [CH3:1][O:2][C:3]1[N:7]([CH3:8])[NH:6][C:5](=[O:9])[C:4]=1[CH2:10][NH:11]C(=O)OC(C)(C)C.[ClH:19], predict the reaction product. The product is: [ClH:19].[NH2:11][CH2:10][C:4]1[C:5](=[O:9])[NH:6][N:7]([CH3:8])[C:3]=1[O:2][CH3:1]. (4) Given the reactants [NH:1]1[CH:5]=[C:4]([C:6]2[C:7]3[CH:14]=[CH:13][N:12]([CH2:15][O:16][CH2:17][CH2:18][Si:19]([CH3:22])([CH3:21])[CH3:20])[C:8]=3[N:9]=[CH:10][N:11]=2)[CH:3]=[N:2]1.[CH2:23]=[C:24]1[CH2:27][CH:26]([CH:28]=[CH:29][C:30]#[N:31])[CH2:25]1.N12CCCN=C1CCCCC2, predict the reaction product. The product is: [CH2:23]=[C:24]1[CH2:27][CH:26]([CH:28]([N:1]2[CH:5]=[C:4]([C:6]3[C:7]4[CH:14]=[CH:13][N:12]([CH2:15][O:16][CH2:17][CH2:18][Si:19]([CH3:22])([CH3:21])[CH3:20])[C:8]=4[N:9]=[CH:10][N:11]=3)[CH:3]=[N:2]2)[CH2:29][C:30]#[N:31])[CH2:25]1. (5) The product is: [C:29]([OH:36])(=[O:35])/[CH:30]=[CH:31]/[C:32]([OH:34])=[O:33].[C:6](#[N:7])[C:5]1[CH:8]=[CH:9][CH:2]=[CH:3][CH:4]=1. Given the reactants Cl[C:2]1[CH:9]=[CH:8][C:5]([C:6]#[N:7])=[C:4](OC2C=CC=C(C=O)C=2OCCO)[CH:3]=1.CN.C([BH3-])#N.[Na+].[C:29]([OH:36])(=[O:35])/[CH:30]=[CH:31]/[C:32]([OH:34])=[O:33], predict the reaction product. (6) Given the reactants C(OC([N:8]1[CH2:13][CH2:12][CH:11]([C:14]2[CH:19]=[CH:18][C:17]([NH:20][C:21]3[N:22]=[CH:23][C:24]4[C:30](=[O:31])[C:29]([C:32](=[O:36])[NH:33][O:34][CH3:35])=[CH:28][N:27]([C:37]5[CH:42]=[CH:41][C:40]([CH2:43][CH3:44])=[CH:39][CH:38]=5)[C:25]=4[N:26]=3)=[CH:16][CH:15]=2)[CH2:10][CH2:9]1)=O)(C)(C)C.[C:45](O)([C:47](F)(F)F)=O.C(Cl)Cl.ICC.C(N(CC)CC)C, predict the reaction product. The product is: [CH3:35][O:34][NH:33][C:32]([C:29]1[C:30](=[O:31])[C:24]2[CH:23]=[N:22][C:21]([NH:20][C:17]3[CH:18]=[CH:19][C:14]([CH:11]4[CH2:10][CH2:9][N:8]([CH2:45][CH3:47])[CH2:13][CH2:12]4)=[CH:15][CH:16]=3)=[N:26][C:25]=2[N:27]([C:37]2[CH:38]=[CH:39][C:40]([CH2:43][CH3:44])=[CH:41][CH:42]=2)[CH:28]=1)=[O:36]. (7) Given the reactants [C-:1]#[N:2].[Na+].Br[CH2:5][C:6]1[C:10]2[CH:11]=[C:12]([Cl:15])[CH:13]=[CH:14][C:9]=2[S:8][C:7]=1[C:16]1[CH:21]=[CH:20][CH:19]=[CH:18][CH:17]=1, predict the reaction product. The product is: [Cl:15][C:12]1[CH:13]=[CH:14][C:9]2[S:8][C:7]([C:16]3[CH:21]=[CH:20][CH:19]=[CH:18][CH:17]=3)=[C:6]([CH2:5][C:1]#[N:2])[C:10]=2[CH:11]=1.